This data is from Full USPTO retrosynthesis dataset with 1.9M reactions from patents (1976-2016). The task is: Predict the reactants needed to synthesize the given product. (1) Given the product [CH3:19][O:18][N:17]([CH3:16])[C:6](=[O:7])[C:5]1[CH:9]=[CH:10][C:2]([CH3:1])=[C:3]([S:11](=[O:14])(=[O:13])[NH2:12])[CH:4]=1, predict the reactants needed to synthesize it. The reactants are: [CH3:1][C:2]1[CH:10]=[CH:9][C:5]([C:6](O)=[O:7])=[CH:4][C:3]=1[S:11](=[O:14])(=[O:13])[NH2:12].Cl.[CH3:16][NH:17][O:18][CH3:19].C(N(CC)CC)C.F[P-](F)(F)(F)(F)F.N1(O[P+](N(C)C)(N(C)C)N(C)C)C2C=CC=CC=2N=N1. (2) Given the product [C:1]([O:5][C@H:6]1[CH2:10][NH:9][C@H:8]([C:28]([NH:29][CH2:30][C:31]2[CH:36]=[CH:35][C:34]([C:37]3[S:41][CH:40]=[N:39][C:38]=3[CH3:42])=[CH:33][C:32]=2[OH:43])=[O:44])[CH2:7]1)([CH3:4])([CH3:3])[CH3:2], predict the reactants needed to synthesize it. The reactants are: [C:1]([O:5][C@H:6]1[CH2:10][N:9](C(OCC2C3C=CC=CC=3C3C2=CC=CC=3)=O)[C@H:8]([C:28](=[O:44])[NH:29][CH2:30][C:31]2[CH:36]=[CH:35][C:34]([C:37]3[S:41][CH:40]=[N:39][C:38]=3[CH3:42])=[CH:33][C:32]=2[OH:43])[CH2:7]1)([CH3:4])([CH3:3])[CH3:2].N1CCCCC1. (3) Given the product [CH:23]1([CH2:22][O:10][C:6]2[CH:5]=[C:4]([CH2:3][CH2:2][NH:25][CH3:24])[CH:9]=[CH:8][CH:7]=2)[CH2:21][CH2:20]1, predict the reactants needed to synthesize it. The reactants are: O[CH2:2][CH2:3][C:4]1[CH:5]=[C:6]([OH:10])[CH:7]=[CH:8][CH:9]=1.C(=O)([O-])[O-].[K+].[K+].[I-].[Na+].Cl[CH2:20][CH:21]1[CH2:23][CH2:22]1.[CH3:24][N:25](C=O)C. (4) Given the product [CH:15]1([CH2:14][N:13]2[CH2:12][CH2:11][C@:10]34[C:5]5[C:4]6[O:19][C@H:18]3[C:20](=[O:21])[CH2:22][CH2:23][C@@:9]4([OH:24])[C@H:8]2[CH2:7][C:6]=5[CH:1]=[CH:2][C:3]=6[O:25][CH2:27][C:28]2[CH:33]=[CH:32][CH:31]=[CH:30][CH:29]=2)[CH2:17][CH2:16]1, predict the reactants needed to synthesize it. The reactants are: [CH:1]1[C:6]2[CH2:7][C@H:8]3[N:13]([CH2:14][CH:15]4[CH2:17][CH2:16]4)[CH2:12][CH2:11][C@:10]45[C@H:18]([C:20]([CH2:22][CH2:23][C@@:9]34[OH:24])=[O:21])[O:19][C:4]([C:5]=25)=[C:3]([OH:25])[CH:2]=1.Cl.[CH2:27](Br)[C:28]1[CH:33]=[CH:32][CH:31]=[CH:30][CH:29]=1.C([O-])([O-])=O.[K+].[K+].